From a dataset of Catalyst prediction with 721,799 reactions and 888 catalyst types from USPTO. Predict which catalyst facilitates the given reaction. (1) Reactant: [CH3:1][C:2]1[O:6][N:5]=[C:4]([C:7]2[CH:12]=[CH:11][CH:10]=[CH:9][CH:8]=2)[C:3]=1[CH2:13][OH:14].O[C:16]1[CH:21]=[CH:20][C:19]([C:22]([F:25])([F:24])[F:23])=[CH:18][N:17]=1.C1(P(C2C=CC=CC=2)C2C=CC=CC=2)C=CC=CC=1.N(C(OCC)=O)=NC(OCC)=O. Product: [CH3:1][C:2]1[O:6][N:5]=[C:4]([C:7]2[CH:12]=[CH:11][CH:10]=[CH:9][CH:8]=2)[C:3]=1[CH2:13][O:14][C:16]1[CH:21]=[CH:20][C:19]([C:22]([F:25])([F:24])[F:23])=[CH:18][N:17]=1. The catalyst class is: 1. (2) Reactant: [OH:1][CH:2]1[CH2:6][CH2:5][CH2:4][CH:3]1[CH2:7][CH:8]([C:17]1[CH:22]=[CH:21][C:20]([S:23]([CH3:26])(=[O:25])=[O:24])=[CH:19][CH:18]=1)[C:9]([NH:11][C:12]1[S:13][CH:14]=[CH:15][N:16]=1)=[O:10].[Cr](Cl)([O-])(=O)=O.[NH+]1C=CC=CC=1. Product: [CH3:26][S:23]([C:20]1[CH:21]=[CH:22][C:17]([CH:8]([CH2:7][CH:3]2[CH2:4][CH2:5][CH2:6][C:2]2=[O:1])[C:9]([NH:11][C:12]2[S:13][CH:14]=[CH:15][N:16]=2)=[O:10])=[CH:18][CH:19]=1)(=[O:24])=[O:25]. The catalyst class is: 2. (3) Reactant: [NH2:1][C:2]1[N:3]([CH3:24])[C:4](=[O:23])[C:5]2([C:15]3[C:10](=[CH:11][CH:12]=[C:13](Br)[CH:14]=3)[O:9][CH:8]([C:17]3[CH:22]=[CH:21][CH:20]=[CH:19][CH:18]=3)[CH2:7]2)[N:6]=1.[CH3:25][N:26]([CH3:41])[CH2:27][CH2:28][NH:29][C:30]([C:32]1[CH:37]=[CH:36][C:35](B(O)O)=[CH:34][CH:33]=1)=[O:31]. Product: [NH2:1][C:2]1[N:3]([CH3:24])[C:4](=[O:23])[C:5]2([C:15]3[C:10](=[CH:11][CH:12]=[C:13]([C:35]4[CH:36]=[CH:37][C:32]([C:30]([NH:29][CH2:28][CH2:27][N:26]([CH3:25])[CH3:41])=[O:31])=[CH:33][CH:34]=4)[CH:14]=3)[O:9][CH:8]([C:17]3[CH:22]=[CH:21][CH:20]=[CH:19][CH:18]=3)[CH2:7]2)[N:6]=1. The catalyst class is: 806.